Dataset: Forward reaction prediction with 1.9M reactions from USPTO patents (1976-2016). Task: Predict the product of the given reaction. (1) Given the reactants [CH3:1][O:2][C:3]1[CH:4]=[C:5]2[C:9](=[CH:10][C:11]=1[CH3:12])[CH2:8][CH:7]=[C:6]2[C:13]#[N:14].[H][H], predict the reaction product. The product is: [CH3:1][O:2][C:3]1[CH:4]=[C:5]2[C:9]([CH2:8][CH2:7][CH:6]2[C:13]#[N:14])=[CH:10][C:11]=1[CH3:12]. (2) Given the reactants [CH3:1][O:2][C:3]([C:5]1[S:6][C:7]2[CH:8](Br)[CH2:9][O:10][C:11]3[CH:18]=[CH:17][C:16]([Br:19])=[CH:15][C:12]=3[C:13]=2[N:14]=1)=[O:4].[NH:21]1[CH2:26][CH2:25][O:24][CH2:23][CH2:22]1, predict the reaction product. The product is: [CH3:1][O:2][C:3]([C:5]1[S:6][C:7]2[CH:8]([N:21]3[CH2:26][CH2:25][O:24][CH2:23][CH2:22]3)[CH2:9][O:10][C:11]3[CH:18]=[CH:17][C:16]([Br:19])=[CH:15][C:12]=3[C:13]=2[N:14]=1)=[O:4].